Task: Predict the product of the given reaction.. Dataset: Forward reaction prediction with 1.9M reactions from USPTO patents (1976-2016) (1) Given the reactants [Cl:1][C:2]1[CH:7]=[CH:6][C:5]([C:8]2[N:9]([CH2:14][CH:15]([OH:20])[C:16]([F:19])([F:18])[F:17])[C:10](=[O:13])[NH:11][N:12]=2)=[CH:4][CH:3]=1.C(=O)([O-])[O-].[Cs+].[Cs+].[Br:27][C:28]1[CH:37]=[CH:36][C:31]([C:32]([O:34][CH3:35])=[O:33])=[C:30]([CH2:38]Br)[CH:29]=1, predict the reaction product. The product is: [Br:27][C:28]1[CH:37]=[CH:36][C:31]([C:32]([O:34][CH3:35])=[O:33])=[C:30]([CH2:38][N:11]2[C:10](=[O:13])[N:9]([CH2:14][CH:15]([OH:20])[C:16]([F:18])([F:19])[F:17])[C:8]([C:5]3[CH:6]=[CH:7][C:2]([Cl:1])=[CH:3][CH:4]=3)=[N:12]2)[CH:29]=1. (2) Given the reactants [Br:1][C:2]1[CH:7]=[CH:6][C:5]([C:8]2[N:9]=[C:10]([C:13]([CH3:16])([CH3:15])[CH3:14])[NH:11][CH:12]=2)=[CH:4][CH:3]=1.[H-].[Na+].F[C:20](F)(F)S(OC)(=O)=O, predict the reaction product. The product is: [Br:1][C:2]1[CH:3]=[CH:4][C:5]([C:8]2[N:9]=[C:10]([C:13]([CH3:16])([CH3:15])[CH3:14])[N:11]([CH3:20])[CH:12]=2)=[CH:6][CH:7]=1. (3) The product is: [CH3:20][N:17]([CH3:16])[CH2:2][CH:3]([C:5]1[CH:10]=[CH:9][C:8]([N+:11]([O-:13])=[O:12])=[CH:7][CH:6]=1)[OH:4]. Given the reactants N[CH2:2][C:3]([C:5]1[CH:10]=[CH:9][C:8]([N+:11]([O-:13])=[O:12])=[CH:7][CH:6]=1)=[O:4].C=O.[C:16]([BH3-])#[N:17].[Na+].[C:20](O)(=O)C, predict the reaction product. (4) Given the reactants [C:1]1([OH:7])[CH:6]=[CH:5][CH:4]=[CH:3][CH:2]=1.Br[CH2:9][CH2:10][CH2:11][CH2:12][CH2:13][CH2:14][CH2:15][CH2:16][CH2:17][CH2:18][CH2:19][OH:20].O(CCCCCCCCCCCO)C1C=CC=CC=1.O(CCCCCCCCCCC(O)=O)C1C=CC=CC=1.Cl.Cl.[CH2:62]([O:69][C:70](=[O:78])[CH2:71][C@@H:72]([NH2:77])[CH2:73][N:74]([CH3:76])[CH3:75])[C:63]1[CH:68]=[CH:67][CH:66]=[CH:65][CH:64]=1, predict the reaction product. The product is: [CH2:62]([O:69][C:70](=[O:78])[CH2:71][C@@H:72]([NH:77][CH:18]([CH2:17][CH2:16][CH2:15][CH2:14][CH2:13][CH2:12][CH2:11][CH2:10][CH3:9])[C:19]([O:7][C:1]1[CH:6]=[CH:5][CH:4]=[CH:3][CH:2]=1)=[O:20])[CH2:73][N:74]([CH3:75])[CH3:76])[C:63]1[CH:68]=[CH:67][CH:66]=[CH:65][CH:64]=1. (5) Given the reactants [CH3:1][CH2:2][CH2:3][CH2:4][CH2:5][N:6]([CH2:8][CH2:9][C:10]([P:16]([OH:19])([OH:18])=[O:17])([P:12]([OH:15])([OH:14])=[O:13])[OH:11])[CH3:7].CC(O)CC.[OH-].[Na+:26], predict the reaction product. The product is: [CH3:1][CH2:2][CH2:3][CH2:4][CH2:5][N:6]([CH2:8][CH2:9][C:10]([P:16]([O-:19])([OH:18])=[O:17])([P:12]([OH:15])([OH:14])=[O:13])[OH:11])[CH3:7].[Na+:26]. (6) Given the reactants [NH:1]1[C:5]([NH2:6])=[N:4][C:3]([NH2:7])=[N:2]1.O=[C:9]([CH3:15])[CH2:10][C:11]([O:13][CH3:14])=[O:12].[Cl:16][C:17]1[CH:24]=[C:23]([Cl:25])[CH:22]=[CH:21][C:18]=1[CH:19]=O.N1CCCCC1, predict the reaction product. The product is: [NH2:6][C:5]1[N:4]=[C:3]2[NH:7][C:9]([CH3:15])=[C:10]([C:11]([O:13][CH3:14])=[O:12])[CH:19]([C:18]3[CH:21]=[CH:22][C:23]([Cl:25])=[CH:24][C:17]=3[Cl:16])[N:2]2[N:1]=1. (7) Given the reactants [Cl:1][C:2]1[C:7]([C:8]2[CH:13]=[CH:12][CH:11]=[CH:10][CH:9]=2)=[C:6](Cl)[N:5]2[N:15]=[C:16]([CH3:18])[CH:17]=[C:4]2[N:3]=1.N, predict the reaction product. The product is: [Cl:1][C:2]1[C:7]([C:8]2[CH:13]=[CH:12][CH:11]=[CH:10][CH:9]=2)=[CH:6][N:5]2[N:15]=[C:16]([CH3:18])[CH:17]=[C:4]2[N:3]=1. (8) Given the reactants [CH2:1]([O:3][C@H:4]1[CH2:9][CH2:8][N:7]([CH2:10][C:11]2[C:19]([O:20][CH3:21])=[CH:18][C:17]([CH3:22])=[C:16]3[C:12]=2[CH:13]=[CH:14][NH:15]3)[C@H:6]([C:23]2[CH:31]=[CH:30][C:26]([C:27]([OH:29])=[O:28])=[CH:25][CH:24]=2)[CH2:5]1)[CH3:2].[ClH:32], predict the reaction product. The product is: [ClH:32].[CH2:1]([O:3][C@H:4]1[CH2:9][CH2:8][N:7]([CH2:10][C:11]2[C:19]([O:20][CH3:21])=[CH:18][C:17]([CH3:22])=[C:16]3[C:12]=2[CH:13]=[CH:14][NH:15]3)[C@H:6]([C:23]2[CH:24]=[CH:25][C:26]([C:27]([OH:29])=[O:28])=[CH:30][CH:31]=2)[CH2:5]1)[CH3:2]. (9) Given the reactants [F:1][C:2]([F:23])([F:22])[C:3]1[CH:8]=[CH:7][C:6]([C:9]2[CH:14]=[CH:13][C:12](C(OCCCC)=O)=[CH:11][CH:10]=2)=[CH:5][CH:4]=1.IC1C=C(C=CC=1)[C:28]([O:30][CH2:31][CH2:32][CH2:33][CH3:34])=[O:29], predict the reaction product. The product is: [F:23][C:2]([F:1])([F:22])[C:3]1[CH:4]=[CH:5][C:6]([C:9]2[CH:10]=[CH:11][CH:12]=[C:13]([C:28]([O:30][CH2:31][CH2:32][CH2:33][CH3:34])=[O:29])[CH:14]=2)=[CH:7][CH:8]=1.